Dataset: Forward reaction prediction with 1.9M reactions from USPTO patents (1976-2016). Task: Predict the product of the given reaction. (1) Given the reactants [C:1]1([C:13]2[CH:18]=[CH:17][CH:16]=[CH:15][CH:14]=2)[CH:6]=[CH:5][C:4]([C:7]#[C:8][CH2:9][CH2:10][CH2:11][OH:12])=[CH:3][CH:2]=1, predict the reaction product. The product is: [C:1]1([C:13]2[CH:14]=[CH:15][CH:16]=[CH:17][CH:18]=2)[CH:2]=[CH:3][C:4]([CH2:7][CH2:8][CH2:9][CH2:10][CH2:11][OH:12])=[CH:5][CH:6]=1. (2) Given the reactants [H-].[Na+].[Cl:3][C:4]1C=[CH:8][C:7]([CH:10]2[C@H:15]([O:16][CH2:17][C:18]3[CH:23]=[CH:22][CH:21]=[CH:20][CH:19]=3)[C@@H:14]([O:24][CH2:25][C:26]3[CH:31]=[CH:30][CH:29]=[CH:28][CH:27]=3)[C@H:13]([O:32][CH2:33][C:34]3[CH:39]=[CH:38][CH:37]=[CH:36][CH:35]=3)[C@@H:12]([CH2:40][O:41][CH2:42][C:43]3[CH:48]=[CH:47][CH:46]=[CH:45][CH:44]=3)[O:11]2)=[CH:6][C:5]=1CC#N.ClC1N=[N:55][C:56]([Cl:59])=[CH:57][CH:58]=1.ClC1C=CC([C@H]2[C@H](O)[C@@H](O)[C@H](O)[C@@H](CO)[O:68]2)=CC=1CC1SC(SC)=NN=1.C[N:87]([CH3:91])[C:88](=O)[CH3:89], predict the reaction product. The product is: [Cl:3][C:4]1[CH:5]=[CH:6][C:7]([C@H:10]2[C@H:15]([O:16][CH2:17][C:18]3[CH:23]=[CH:22][CH:21]=[CH:20][CH:19]=3)[C@@H:14]([O:24][CH2:25][C:26]3[CH:31]=[CH:30][CH:29]=[CH:28][CH:27]=3)[C@H:13]([O:32][CH2:33][C:34]3[CH:39]=[CH:38][CH:37]=[CH:36][CH:35]=3)[C@@H:12]([CH2:40][O:41][CH2:42][C:43]3[CH:48]=[CH:47][CH:46]=[CH:45][CH:44]=3)[O:11]2)=[CH:8][C:91]=1[N:87]1[C:88]([CH:89]=[O:68])=[CH:58][CH:57]=[C:56]([Cl:59])[NH:55]1.